From a dataset of Reaction yield outcomes from USPTO patents with 853,638 reactions. Predict the reaction yield, written as a fraction of the theoretical maximum amount of product (1.0 means a 100% yield; for example, 0.34 means a 34% yield). (1) The reactants are C(N(CC)CC)C.[F:8][C:9]1[CH:17]=[C:16]([F:18])[CH:15]=[C:14]([F:19])[C:10]=1[C:11](Cl)=[O:12].Cl.Cl.[NH2:22][CH2:23][C:24]1[C:25]([C:36]2[CH:41]=[CH:40][N:39]=[CH:38][CH:37]=2)=[C:26]([C:29]2[CH:34]=[CH:33][C:32]([F:35])=[CH:31][CH:30]=2)[NH:27][CH:28]=1.O. The catalyst is O1CCCC1. The product is [F:35][C:32]1[CH:31]=[CH:30][C:29]([C:26]2[NH:27][CH:28]=[C:24]([CH2:23][NH:22][C:11](=[O:12])[C:10]3[C:9]([F:8])=[CH:17][C:16]([F:18])=[CH:15][C:14]=3[F:19])[C:25]=2[C:36]2[CH:41]=[CH:40][N:39]=[CH:38][CH:37]=2)=[CH:34][CH:33]=1. The yield is 0.380. (2) The reactants are [CH3:1][C:2]1[CH:7]=[CH:6][C:5]([S:8](OCCCNC2C(=O)N(C(C)(C)C)S(=O)(=O)C=2C2C=CC=CC=2)(=[O:10])=[O:9])=[CH:4][CH:3]=1.[C:34]([N:38]1[C:42](=[O:43])[C:41]([NH:44][CH2:45][CH2:46][OH:47])=[C:40]([C:48]2[CH:53]=[CH:52][CH:51]=[CH:50][CH:49]=2)[S:39]1(=[O:55])=[O:54])([CH3:37])([CH3:36])[CH3:35].CC1C=CC(S(Cl)(=O)=O)=CC=1. No catalyst specified. The product is [CH3:1][C:2]1[CH:7]=[CH:6][C:5]([S:8]([O:47][CH2:46][CH2:45][NH:44][C:41]2[C:42](=[O:43])[N:38]([C:34]([CH3:37])([CH3:35])[CH3:36])[S:39](=[O:54])(=[O:55])[C:40]=2[C:48]2[CH:53]=[CH:52][CH:51]=[CH:50][CH:49]=2)(=[O:10])=[O:9])=[CH:4][CH:3]=1. The yield is 0.760. (3) The reactants are [H-].[Na+].CS(C)=O.[NH2:7][C:8]1[CH:13]=[CH:12][C:11]([OH:14])=[CH:10][C:9]=1[N+:15]([O-:17])=[O:16].Cl[C:19]1[C:28]2[C:23](=[CH:24][C:25]([O:31][CH3:32])=[C:26]([O:29][CH3:30])[CH:27]=2)[N:22]=[CH:21][CH:20]=1. The catalyst is O. The product is [CH3:30][O:29][C:26]1[CH:27]=[C:28]2[C:23](=[CH:24][C:25]=1[O:31][CH3:32])[N:22]=[CH:21][CH:20]=[C:19]2[O:14][C:11]1[CH:12]=[CH:13][C:8]([NH2:7])=[C:9]([N+:15]([O-:17])=[O:16])[CH:10]=1. The yield is 0.230. (4) The reactants are [CH2:1]([O:3][C:4](=[O:12])[C:5]([S:8][C:9](=O)[CH3:10])([CH3:7])[CH3:6])[CH3:2].C[O-].[Na+].BrCC[CH2:19][C:20]([F:23])([F:22])[F:21]. The catalyst is C(O)C. The product is [CH2:1]([O:3][C:4](=[O:12])[C:5]([CH3:7])([S:8][CH2:9][CH2:10][CH2:19][C:20]([F:23])([F:22])[F:21])[CH3:6])[CH3:2]. The yield is 0.840. (5) The reactants are CCN([CH:7]([CH3:9])C)C(C)C.[S:10]1[CH:14]=[CH:13][CH:12]=[C:11]1[C:15]([OH:17])=O.C1C=CC2N([OH:27])N=NC=2C=1.CCN=C=NCCC[N:36]([CH3:38])C.Cl.CN([CH:43]=[O:44])C. The catalyst is O. The product is [CH2:7]([O:27][C:43](=[O:44])[CH2:38][NH:36][C:15]([C:11]1[S:10][CH:14]=[CH:13][CH:12]=1)=[O:17])[CH3:9]. The yield is 0.840. (6) The reactants are [Cl:1][C:2]1[CH:7]=[CH:6][N:5]=[C:4]2[CH:8]=[CH:9][S:10][C:3]=12.[Li]CCCC.[Br:16]Br. The catalyst is C1COCC1. The product is [Br:16][C:9]1[S:10][C:3]2[C:4](=[N:5][CH:6]=[CH:7][C:2]=2[Cl:1])[CH:8]=1. The yield is 0.710. (7) The reactants are [H-].[Na+].[CH:3]([C:6]1([OH:10])[CH2:9][O:8][CH2:7]1)([CH3:5])[CH3:4].[C:11](=O)([O:19]C1C=CC=CN=1)[O:12][C:13]1[CH:18]=[CH:17][CH:16]=[CH:15][N:14]=1. The catalyst is C1COCC1.CCOC(C)=O. The product is [C:11](=[O:19])([O:12][C:13]1[CH:18]=[CH:17][CH:16]=[CH:15][N:14]=1)[O:10][C:6]1([CH:3]([CH3:5])[CH3:4])[CH2:9][O:8][CH2:7]1. The yield is 0.202. (8) The reactants are C(=O)([O-])[O-].[K+].[K+].Cl.[NH2:8][OH:9].[CH3:10][O:11][C:12](=[O:23])[C:13]1[CH:18]=[CH:17][CH:16]=[CH:15][C:14]=1[S:19](Cl)(=[O:21])=[O:20].S(Cl)(Cl)(=O)=O. The catalyst is O.CO.C1COCC1. The product is [CH3:10][O:11][C:12](=[O:23])[C:13]1[CH:18]=[CH:17][CH:16]=[CH:15][C:14]=1[S:19](=[O:21])(=[O:20])[NH:8][OH:9]. The yield is 0.440.